From a dataset of Catalyst prediction with 721,799 reactions and 888 catalyst types from USPTO. Predict which catalyst facilitates the given reaction. Reactant: [F:1][CH2:2][CH2:3][OH:4].[H-].[Na+].Cl[C:8]1[N:13]=[CH:12][C:11]([C:14](=[O:16])[CH3:15])=[CH:10][CH:9]=1. Product: [F:1][CH2:2][CH2:3][O:4][C:8]1[N:13]=[CH:12][C:11]([C:14](=[O:16])[CH3:15])=[CH:10][CH:9]=1. The catalyst class is: 3.